This data is from Retrosynthesis with 50K atom-mapped reactions and 10 reaction types from USPTO. The task is: Predict the reactants needed to synthesize the given product. (1) Given the product c1ccc(Cn2c(-c3ccccc3)ccc2-c2ccc3cc(OCc4nnn[nH]4)ccc3c2)cc1, predict the reactants needed to synthesize it. The reactants are: N#CCOc1ccc2cc(-c3ccc(-c4ccccc4)n3Cc3ccccc3)ccc2c1.[N-]=[N+]=[N-]. (2) The reactants are: Nc1ccc(C(=O)N2Cc3cccn3Cc3ccccc32)cc1.O=C(Cl)C(Cl)c1ccccc1. Given the product O=C(Nc1ccc(C(=O)N2Cc3cccn3Cc3ccccc32)cc1)C(Cl)c1ccccc1, predict the reactants needed to synthesize it. (3) Given the product COc1cc2nccc(Oc3ccccc3C(=O)OCC(C)C)c2cc1OC, predict the reactants needed to synthesize it. The reactants are: CC(C)COC(=O)c1ccccc1O.COc1cc2nccc(Cl)c2cc1OC. (4) Given the product CCOC(=O)C1CCC(CN(CC(=O)OC(C)(C)C)C(=O)OC)N1C(=O)OC(C)(C)C, predict the reactants needed to synthesize it. The reactants are: CCOC(=O)C1CCC(CNCC(=O)OC(C)(C)C)N1C(=O)OC(C)(C)C.COC(=O)Cl. (5) Given the product COC(=O)c1cccc(-c2cnccc2C(=O)N(C(C)C)C(C)C)c1N, predict the reactants needed to synthesize it. The reactants are: CC(C)N(C(=O)c1ccncc1B(O)O)C(C)C.COC(=O)c1cccc(Br)c1N. (6) Given the product CO[C@@H]1[C@H](OCc2ccccc2)[C@H]2CO[C@H](O2)[C@@H]1OCc1ccccc1, predict the reactants needed to synthesize it. The reactants are: CI.O[C@@H]1[C@H](OCc2ccccc2)[C@H]2CO[C@H](O2)[C@@H]1OCc1ccccc1.